From a dataset of Forward reaction prediction with 1.9M reactions from USPTO patents (1976-2016). Predict the product of the given reaction. (1) Given the reactants [CH3:16][CH2:15][CH2:14][C:12]([O:11][CH2:10]/[CH:9]=[CH:9]/[CH2:10][O:11][C:12]([CH2:14][CH2:15][CH3:16])=[O:13])=[O:13].[O:17]=[O+][O-].O=O.NC(N)=S.[CH3:26][OH:27], predict the reaction product. The product is: [CH3:26][O:27][C:12]([OH:13])([O:11][CH2:10][CH:9]=[O:17])[CH2:14][CH2:15][CH3:16]. (2) Given the reactants B(Br)(Br)Br.C[O:6][C:7]1[CH:24]=[CH:23][C:10]([C:11]2[O:12][C:13]3[C:18]([C:19](=[O:21])[CH:20]=2)=[CH:17][CH:16]=[C:15]([OH:22])[CH:14]=3)=[CH:9][CH:8]=1, predict the reaction product. The product is: [OH:6][C:7]1[CH:24]=[CH:23][C:10]([C:11]2[O:12][C:13]3[C:18]([C:19](=[O:21])[CH:20]=2)=[CH:17][CH:16]=[C:15]([OH:22])[CH:14]=3)=[CH:9][CH:8]=1. (3) Given the reactants [CH3:1][CH:2]([C:4]1[C:8]([CH2:9][CH2:10][C:11]([O:13][CH2:14][CH3:15])=[O:12])=[CH:7][NH:6][N:5]=1)[CH3:3].Cl[C:17]1[S:18][C:19]([C:22]([F:25])([F:24])[F:23])=[N:20][N:21]=1.[H-].[Na+].[H][H], predict the reaction product. The product is: [CH3:3][CH:2]([C:4]1[C:8]([CH2:9][CH2:10][C:11]([O:13][CH2:14][CH3:15])=[O:12])=[CH:7][N:6]([C:17]2[S:18][C:19]([C:22]([F:25])([F:24])[F:23])=[N:20][N:21]=2)[N:5]=1)[CH3:1]. (4) Given the reactants Br[CH2:2][C:3]1[CH:4]=[C:5]([CH:37]=[CH:38][CH:39]=1)[C:6]([NH:8][C:9]1[CH:14]=[CH:13][C:12]([N:15]2[CH2:20][CH2:19][CH2:18][CH2:17][CH2:16]2)=[CH:11][C:10]=1[C:21]([NH:23]/[N:24]=[CH:25]/[C:26]1[CH:31]=[CH:30][C:29]([Cl:32])=[C:28]([C:33]([F:36])([F:35])[F:34])[CH:27]=1)=[O:22])=[O:7].C(=O)([O-])[O-].[K+].[K+].[I-].[K+].[SH:48][CH2:49][CH2:50][C:51]([NH:53][CH2:54][C:55]([O:57][CH2:58][CH3:59])=[O:56])=[O:52], predict the reaction product. The product is: [Cl:32][C:29]1[CH:30]=[CH:31][C:26](/[CH:25]=[N:24]/[NH:23][C:21]([C:10]2[CH:11]=[C:12]([N:15]3[CH2:20][CH2:19][CH2:18][CH2:17][CH2:16]3)[CH:13]=[CH:14][C:9]=2[NH:8][C:6]([C:5]2[CH:4]=[C:3]([CH:39]=[CH:38][CH:37]=2)[CH2:2][S:48][CH2:49][CH2:50][C:51]([NH:53][CH2:54][C:55]([O:57][CH2:58][CH3:59])=[O:56])=[O:52])=[O:7])=[O:22])=[CH:27][C:28]=1[C:33]([F:34])([F:36])[F:35]. (5) The product is: [Br:1][C:2]1[CH:20]=[C:19]2[C:5]([C:6](=[O:22])[C:7](=[O:21])[C:8]3[S:18][CH2:17][C:11]4([CH2:16][CH2:15][N:14]([CH2:32][C@H:30]([OH:31])[CH2:23][C:24]5[CH:29]=[CH:28][CH:27]=[CH:26][CH:25]=5)[CH2:13][CH2:12]4)[O:10][C:9]=32)=[CH:4][CH:3]=1. Given the reactants [Br:1][C:2]1[CH:20]=[C:19]2[C:5]([C:6](=[O:22])[C:7](=[O:21])[C:8]3[S:18][CH2:17][C:11]4([CH2:16][CH2:15][NH:14][CH2:13][CH2:12]4)[O:10][C:9]=32)=[CH:4][CH:3]=1.[CH2:23]([C@@H:30]1[CH2:32][O:31]1)[C:24]1[CH:29]=[CH:28][CH:27]=[CH:26][CH:25]=1, predict the reaction product. (6) Given the reactants [F:1][C:2]([F:20])([F:19])[C:3]1[CH:8]=[CH:7][C:6]([C:9]([F:12])([F:11])[F:10])=[CH:5][C:4]=1[C:13]1[CH:18]=[CH:17][N:16]=[CH:15][CH:14]=1.ClC1C=CC=C(C(OO)=[O:29])C=1.S([O-])([O-])=O.[Na+].[Na+], predict the reaction product. The product is: [F:20][C:2]([F:19])([F:1])[C:3]1[CH:8]=[CH:7][C:6]([C:9]([F:12])([F:10])[F:11])=[CH:5][C:4]=1[C:13]1[CH:14]=[CH:15][N+:16]([O-:29])=[CH:17][CH:18]=1. (7) Given the reactants [CH3:1][N:2]([CH3:25])[S:3]([N:6]1[C:10]([CH:11]([OH:17])[C:12]2[S:13][CH:14]=[CH:15][CH:16]=2)=[CH:9][N:8]=[C:7]1[Si](C(C)(C)C)(C)C)(=[O:5])=[O:4].C=O.C([BH3-])#N.[Na+].C(O)(=O)C, predict the reaction product. The product is: [CH3:1][N:2]([CH3:25])[S:3]([N:6]1[C:10]([CH:11]([OH:17])[C:12]2[S:13][CH:14]=[CH:15][CH:16]=2)=[CH:9][N:8]=[CH:7]1)(=[O:5])=[O:4].